From a dataset of Reaction yield outcomes from USPTO patents with 853,638 reactions. Predict the reaction yield, written as a fraction of the theoretical maximum amount of product (1.0 means a 100% yield; for example, 0.34 means a 34% yield). (1) The product is [CH2:1]([O:8][C:9]([NH:11][C:12]1[CH:13]=[C:14]([S:25]([NH:28][C:47]([NH:46][C:32]2[CH:31]=[C:30]([Cl:29])[CH:45]=[CH:44][C:33]=2[C:34]([O:36][CH2:37][C:38]2[CH:43]=[CH:42][CH:41]=[CH:40][CH:39]=2)=[O:35])=[O:48])(=[O:27])=[O:26])[CH:15]=[CH:16][C:17]=1[C:18]([O:20][C:21]([CH3:24])([CH3:23])[CH3:22])=[O:19])=[O:10])[C:2]1[CH:7]=[CH:6][CH:5]=[CH:4][CH:3]=1. No catalyst specified. The reactants are [CH2:1]([O:8][C:9]([NH:11][C:12]1[CH:13]=[C:14]([S:25]([NH2:28])(=[O:27])=[O:26])[CH:15]=[CH:16][C:17]=1[C:18]([O:20][C:21]([CH3:24])([CH3:23])[CH3:22])=[O:19])=[O:10])[C:2]1[CH:7]=[CH:6][CH:5]=[CH:4][CH:3]=1.[Cl:29][C:30]1[CH:31]=[C:32]([NH:46][C:47](OC2C=CC=CC=2)=[O:48])[C:33](=[CH:44][CH:45]=1)[C:34]([O:36][CH2:37][C:38]1[CH:43]=[CH:42][CH:41]=[CH:40][CH:39]=1)=[O:35]. The yield is 0.770. (2) The reactants are C([O:4][C@H:5]([CH3:32])[CH2:6][CH2:7][CH2:8][CH2:9][N:10]1[C:20](=[O:21])[C:19]2[N:18]([CH3:22])[C:16](=[O:17])[N:15](COC(=O)C(C)(C)C)[C:14]=2[N:13]([CH3:31])[C:11]1=[O:12])(=O)C.C[O-].[Na+].Cl. The product is [OH:4][C@H:5]([CH3:32])[CH2:6][CH2:7][CH2:8][CH2:9][N:10]1[C:20](=[O:21])[C:19]2[N:18]([CH3:22])[C:16](=[O:17])[NH:15][C:14]=2[N:13]([CH3:31])[C:11]1=[O:12]. The catalyst is CO. The yield is 0.300. (3) The reactants are [Cl:1][C:2]1[CH:7]=[C:6](C2C=CN=C(Cl)C=2)[CH:5]=[C:4]([Cl:15])[C:3]=1[S:16]([NH:19][C:20]1[C:21]([CH3:27])=[N:22][N:23]([CH3:26])[C:24]=1[CH3:25])(=[O:18])=[O:17].[CH:28]([C:30]1[CH:31]=[C:32](B(O)O)[CH:33]=[CH:34][CH:35]=1)=[O:29].P([O-])([O-])([O-])=O.[K+].[K+].[K+].C(Cl)Cl. The catalyst is O=O.C1C=CC(P(C2C=CC=CC=2)[C-]2C=CC=C2)=CC=1.C1C=CC(P(C2C=CC=CC=2)[C-]2C=CC=C2)=CC=1.Cl[Pd]Cl.[Fe+2].O. The product is [CH3:26][N:23]1[C:24]([CH3:25])=[C:20]([NH:19][S:16]([C:3]2[C:4]([Cl:15])=[CH:5][C:6]([C:32]3[CH:33]=[CH:34][CH:35]=[C:30]([CH:28]=[O:29])[CH:31]=3)=[CH:7][C:2]=2[Cl:1])(=[O:18])=[O:17])[C:21]([CH3:27])=[N:22]1. The yield is 0.820. (4) The reactants are [CH3:1][C:2]1([CH3:28])[CH2:7][CH:6]([N:8]2[C:16](=[O:17])[C:15]3[C:10](=[CH:11][CH:12]=[CH:13][CH:14]=3)[C:9]2=[O:18])[CH:5]=[C:4]([C:19]2[CH:24]=[CH:23][N:22]=[CH:21][C:20]=2[N+:25]([O-])=O)[CH2:3]1. The catalyst is C(O)(=O)C.[Pd]. The product is [NH2:25][C:20]1[CH:21]=[N:22][CH:23]=[CH:24][C:19]=1[C:4]1[CH2:3][C:2]([CH3:28])([CH3:1])[CH2:7][CH:6]([N:8]2[C:9](=[O:18])[C:10]3[C:15](=[CH:14][CH:13]=[CH:12][CH:11]=3)[C:16]2=[O:17])[CH:5]=1. The yield is 0.890. (5) The reactants are [CH3:1][O:2][C:3]1[C:7]2[C:8](=[O:25])[N:9]([CH2:16][C:17](=[O:24])[C:18]3[CH:23]=[CH:22][CH:21]=[CH:20][CH:19]=3)[C:10]3[CH:11]=[CH:12][CH:13]=[CH:14][C:15]=3[C:6]=2[N:5]([CH3:26])[C:4]=1[C:27]([NH:29][CH:30]1[CH2:35][CH2:34][NH:33][CH2:32][CH2:31]1)=[O:28].F[C:37]1[CH:44]=[CH:43][CH:42]=[CH:41][C:38]=1[C:39]#[N:40].C(N(CC)CC)C.BrC1C=CC=CC=1C#N.C(=O)([O-])[O-].[K+].[K+]. The catalyst is CN(C=O)C.O. The product is [C:39]([C:38]1[CH:41]=[CH:42][CH:43]=[CH:44][C:37]=1[N:33]1[CH2:32][CH2:31][CH:30]([NH:29][C:27]([C:4]2[N:5]([CH3:26])[C:6]3[C:15]4[CH:14]=[CH:13][CH:12]=[CH:11][C:10]=4[N:9]([CH2:16][C:17](=[O:24])[C:18]4[CH:23]=[CH:22][CH:21]=[CH:20][CH:19]=4)[C:8](=[O:25])[C:7]=3[C:3]=2[O:2][CH3:1])=[O:28])[CH2:35][CH2:34]1)#[N:40]. The yield is 0.220. (6) The reactants are C(O[C:5](=[O:7])[CH3:6])(=O)C.[CH3:8][NH:9][C:10]1[CH:15]=[CH:14][CH:13]=[CH:12][CH:11]=1. The catalyst is O. The product is [CH3:8][N:9]([C:10]1[CH:15]=[CH:14][CH:13]=[CH:12][CH:11]=1)[C:5](=[O:7])[CH3:6]. The yield is 0.700. (7) The reactants are [O:1]1[CH2:5][CH:4]([OH:6])[CH:3]([OH:7])[CH2:2]1.C(N(CC)CC)C.[CH3:15][S:16](Cl)(=[O:18])=[O:17]. The catalyst is ClCCl. The product is [CH3:15][S:16]([O:7][CH:3]1[CH:4]([O:6][S:16]([CH3:15])(=[O:18])=[O:17])[CH2:5][O:1][CH2:2]1)(=[O:18])=[O:17]. The yield is 0.720. (8) The reactants are [CH2:1]([O:3][C:4](=[O:22])[CH2:5][NH:6][CH2:7][CH2:8][NH:9][S:10]([C:13]1[S:14][C:15]2[CH:21]=[CH:20][CH:19]=[CH:18][C:16]=2[N:17]=1)(=[O:12])=[O:11])[CH3:2].[CH2:23]([O:33][C:34]([NH:36][C:37]1[CH:42]=[CH:41][N:40]([CH2:43][C:44](O)=[O:45])[C:39](=[O:47])[N:38]=1)=[O:35])[C:24]1[CH:32]=[CH:31][C:30]2[O:29][CH2:28][O:27][C:26]=2[CH:25]=1. The product is [CH2:1]([O:3][C:4](=[O:22])[CH2:5][N:6]([CH2:7][CH2:8][NH:9][S:10]([C:13]1[S:14][C:15]2[CH:21]=[CH:20][CH:19]=[CH:18][C:16]=2[N:17]=1)(=[O:12])=[O:11])[C:44](=[O:45])[CH2:43][N:40]1[CH:41]=[CH:42][C:37]([NH:36][C:34]([O:33][CH2:23][C:24]2[CH:32]=[CH:31][C:30]3[O:29][CH2:28][O:27][C:26]=3[CH:25]=2)=[O:35])=[N:38][C:39]1=[O:47])[CH3:2]. No catalyst specified. The yield is 0.860. (9) The reactants are Br[C:2]1[CH:7]=[CH:6][CH:5]=[CH:4][N:3]=1.[CH2:8]([C:12]1[O:13][C:14]2[C:20]([CH3:21])=[CH:19][CH:18]=[CH:17][C:15]=2[N:16]=1)[CH2:9][C:10]#[CH:11]. No catalyst specified. The product is [CH3:21][C:20]1[C:14]2[O:13][C:12]([CH2:8][CH2:9][C:10]#[C:11][C:2]3[CH:7]=[CH:6][CH:5]=[CH:4][N:3]=3)=[N:16][C:15]=2[CH:17]=[CH:18][CH:19]=1. The yield is 0.540. (10) The reactants are [H-].[Na+].CN(C=O)C.[NH:8]1[CH:12]=[CH:11][N:10]=[CH:9]1.[Br:13][C:14]1[CH:19]=[CH:18][C:17]([CH2:20][CH2:21][CH:22]2[O:24][CH2:23]2)=[CH:16][CH:15]=1. The catalyst is O. The product is [Br:13][C:14]1[CH:15]=[CH:16][C:17]([CH2:20][CH2:21][CH:22]([OH:24])[CH2:23][N:8]2[CH:12]=[CH:11][N:10]=[CH:9]2)=[CH:18][CH:19]=1. The yield is 0.840.